Dataset: Full USPTO retrosynthesis dataset with 1.9M reactions from patents (1976-2016). Task: Predict the reactants needed to synthesize the given product. (1) Given the product [Br:1][C:2]1[CH:3]=[CH:4][C:5]2[O:14][C:13]3[C:12](=[O:15])[NH:11][C:10]([CH2:16][CH:17]4[CH2:22][CH2:21][N:20]([CH3:25])[CH2:19][CH2:18]4)=[N:9][C:8]=3[C:6]=2[CH:7]=1, predict the reactants needed to synthesize it. The reactants are: [Br:1][C:2]1[CH:3]=[CH:4][C:5]2[O:14][C:13]3[C:12](=[O:15])[NH:11][C:10]([CH2:16][CH:17]4[CH2:22][CH2:21][NH:20][CH2:19][CH2:18]4)=[N:9][C:8]=3[C:6]=2[CH:7]=1.C=O.[CH:25](O)=O.[OH-].[Na+]. (2) Given the product [CH3:53][O:54][C:55](=[O:59])[CH2:56][CH2:57][NH:58][C:3]([C:5]1[C:6]([OH:35])=[C:7]2[C:12](=[C:13]([C:15]3[CH:20]=[CH:19][CH:18]=[CH:17][N:16]=3)[N:14]=1)[N:11]([CH2:21][C:22]1[CH:27]=[CH:26][CH:25]=[CH:24][CH:23]=1)[C:10](=[O:28])[C:9]([C:29]1[CH:30]=[CH:31][CH:32]=[CH:33][CH:34]=1)=[CH:8]2)=[O:4], predict the reactants needed to synthesize it. The reactants are: CO[C:3]([C:5]1[C:6]([OH:35])=[C:7]2[C:12](=[C:13]([C:15]3[CH:20]=[CH:19][CH:18]=[CH:17][N:16]=3)[N:14]=1)[N:11]([CH2:21][C:22]1[CH:27]=[CH:26][CH:25]=[CH:24][CH:23]=1)[C:10](=[O:28])[C:9]([C:29]1[CH:34]=[CH:33][CH:32]=[CH:31][CH:30]=1)=[CH:8]2)=[O:4].[OH-].[Na+].C1C=CC2N(O)N=NC=2C=1.C(Cl)CCl.Cl.[CH3:53][O:54][C:55](=[O:59])[CH2:56][CH2:57][NH2:58].CCN(C(C)C)C(C)C. (3) Given the product [ClH:10].[CH3:23][C:19]1[N:18]([CH2:17][C:13]2[N:14]=[N:15][CH:16]=[C:11]([C:1]3[CH:6]=[CH:5][CH:4]=[CH:3][CH:2]=3)[CH:12]=2)[CH:22]=[CH:21][N:20]=1, predict the reactants needed to synthesize it. The reactants are: [C:1]1(B(O)O)[CH:6]=[CH:5][CH:4]=[CH:3][CH:2]=1.[Cl:10][C:11]1[CH:12]=[C:13]([CH2:17][N:18]2[CH:22]=[CH:21][N:20]=[C:19]2[CH3:23])[N:14]=[N:15][CH:16]=1.